From a dataset of Catalyst prediction with 721,799 reactions and 888 catalyst types from USPTO. Predict which catalyst facilitates the given reaction. (1) Reactant: [CH3:1][C:2]1[CH:7]=[CH:6][C:5]([S:8]([O-:11])(=[O:10])=[O:9])=[CH:4][CH:3]=1.[CH3:12][N+:13]1[CH:21]=[C:20]2[N:15](C(=O)[NH:17][CH2:18][CH2:19]2)[CH:14]=1.O.[CH3:24][C:25]1[CH:30]=[CH:29][C:28]([S:31]([OH:34])(=[O:33])=[O:32])=[CH:27][CH:26]=1.O1CCOCC1. Product: [CH3:1][C:2]1[CH:3]=[CH:4][C:5]([S:8]([OH:11])(=[O:10])=[O:9])=[CH:6][CH:7]=1.[CH3:24][C:25]1[CH:26]=[CH:27][C:28]([S:31]([OH:34])(=[O:33])=[O:32])=[CH:29][CH:30]=1.[CH3:12][N:13]1[CH:21]=[C:20]([CH2:19][CH2:18][NH2:17])[N:15]=[CH:14]1. The catalyst class is: 6. (2) Reactant: [Cl:1][C:2]1[CH:7]=[C:6]([N+:8]([O-])=O)[C:5]([CH3:11])=[CH:4][C:3]=1[Cl:12].C1COCC1.[NH4+].[Cl-]. Product: [Cl:12][C:3]1[C:2]([Cl:1])=[CH:7][C:6]([NH2:8])=[C:5]([CH3:11])[CH:4]=1. The catalyst class is: 406. (3) Reactant: [Br:1][C:2]1[C:3]([Cl:13])=[C:4]2[C:9](=[CH:10][CH:11]=1)[NH:8][C:7](=S)[CH2:6][CH2:5]2.[C:14]([NH:17][NH2:18])(=O)[CH3:15]. Product: [Br:1][C:2]1[C:3]([Cl:13])=[C:4]2[C:9](=[CH:10][CH:11]=1)[N:8]1[C:14]([CH3:15])=[N:17][N:18]=[C:7]1[CH2:6][CH2:5]2. The catalyst class is: 51. (4) Reactant: [C:1]([O:5][C:6]([N:8]1[CH2:13][CH2:12][CH:11](OS(C)(=O)=O)[CH2:10][CH2:9]1)=[O:7])([CH3:4])([CH3:3])[CH3:2].[Cl:19][C:20]1[CH:21]=[C:22]([SH:27])[CH:23]=[CH:24][C:25]=1[Cl:26].C(=O)([O-])[O-].[K+].[K+].O. Product: [C:1]([O:5][C:6]([N:8]1[CH2:9][CH2:10][CH:11]([S:27][C:22]2[CH:23]=[CH:24][C:25]([Cl:26])=[C:20]([Cl:19])[CH:21]=2)[CH2:12][CH2:13]1)=[O:7])([CH3:2])([CH3:3])[CH3:4]. The catalyst class is: 10. (5) Reactant: [C:1]([N:4]1[C:13]2[C:8](=[CH:9][C:10]([C:14]#[C:15][Si](C(C)C)(C(C)C)C(C)C)=[CH:11][CH:12]=2)[C@H:7]([NH:26][C:27]2[CH:32]=[CH:31][C:30]([CH3:33])=[CH:29][N:28]=2)[CH2:6][C@@H:5]1[CH3:34])(=[O:3])[CH3:2].CCCC[N+](CCCC)(CCCC)CCCC.[F-]. Product: [C:1]([N:4]1[C:13]2[C:8](=[CH:9][C:10]([C:14]#[CH:15])=[CH:11][CH:12]=2)[C@H:7]([NH:26][C:27]2[CH:32]=[CH:31][C:30]([CH3:33])=[CH:29][N:28]=2)[CH2:6][C@@H:5]1[CH3:34])(=[O:3])[CH3:2]. The catalyst class is: 7. (6) Reactant: [NH:1]1[CH2:6][CH2:5][CH2:4][CH:3]2[CH2:7][N:8]([C:10]([O:12][C:13]([CH3:16])([CH3:15])[CH3:14])=[O:11])[CH2:9][CH:2]12.Br[CH2:18][CH2:19][CH2:20][Cl:21].C([O-])([O-])=O.[K+].[K+]. Product: [Cl:21][CH2:20][CH2:19][CH2:18][N:1]1[CH2:6][CH2:5][CH2:4][CH:3]2[CH2:7][N:8]([C:10]([O:12][C:13]([CH3:16])([CH3:15])[CH3:14])=[O:11])[CH2:9][CH:2]12. The catalyst class is: 21. (7) Reactant: [NH2:1][C:2]1[CH:7]=[C:6]([O:8][CH3:9])[C:5]([O:10][CH3:11])=[CH:4][C:3]=1[C:12]([C:14]1[CH:19]=[CH:18][C:17]([CH:20]([CH3:22])[CH3:21])=[CH:16][CH:15]=1)=O.[O-:23][C:24]#[N:25].[Na+]. Product: [CH:3]1([CH2:12][N:1]2[C:2]3[C:3](=[CH:4][C:5]([O:10][CH3:11])=[C:6]([O:8][CH3:9])[CH:7]=3)[C:12]([C:14]3[CH:19]=[CH:18][C:17]([CH:20]([CH3:22])[CH3:21])=[CH:16][CH:15]=3)=[N:25][C:24]2=[O:23])[CH2:4][CH2:5][CH2:6][CH2:7][CH2:2]1. The catalyst class is: 15. (8) Reactant: Br[C:2]1([F:20])[CH:19]=[CH:18][C:5]([C:6]([NH:8][CH:9]2[CH2:17][C:16]3[C:11](=[CH:12][CH:13]=[CH:14][CH:15]=3)[CH2:10]2)=[O:7])=[CH:4][CH2:3]1.[F:21][C:22]([F:33])([F:32])[C:23]1[CH:24]=[C:25](B(O)O)[CH:26]=[CH:27][CH:28]=1.O.O.O.O.O.O.O.O.[OH-].[Ba+2].[OH-].O. Product: [F:20][C:2]1[CH:19]=[CH:18][C:5]([C:6]([NH:8][CH:9]2[CH2:17][C:16]3[C:11](=[CH:12][CH:13]=[CH:14][C:15]=3[C:27]3[CH:26]=[CH:25][CH:24]=[C:23]([C:22]([F:33])([F:32])[F:21])[CH:28]=3)[CH2:10]2)=[O:7])=[CH:4][CH:3]=1. The catalyst class is: 57. (9) Reactant: [CH3:1][C:2]([CH3:20])([CH3:19])[C:3]([NH:5][C@@H:6]1[CH2:15][C:14]2[CH:13]=[C:12]([C:16]([OH:18])=O)[CH:11]=[CH:10][C:9]=2[CH2:8][CH2:7]1)=[O:4].CN(C=O)C.C(N(CC)C(C)C)(C)C.[O:35]1[CH2:40][CH2:39][CH2:38][CH2:37][CH:36]1[O:41][NH2:42]. Product: [CH3:19][C:2]([CH3:1])([CH3:20])[C:3]([NH:5][C@@H:6]1[CH2:15][C:14]2[CH:13]=[C:12]([C:16]([NH:42][O:41][CH:36]3[CH2:37][CH2:38][CH2:39][CH2:40][O:35]3)=[O:18])[CH:11]=[CH:10][C:9]=2[CH2:8][CH2:7]1)=[O:4]. The catalyst class is: 6.